Dataset: CYP3A4 inhibition data for predicting drug metabolism from PubChem BioAssay. Task: Regression/Classification. Given a drug SMILES string, predict its absorption, distribution, metabolism, or excretion properties. Task type varies by dataset: regression for continuous measurements (e.g., permeability, clearance, half-life) or binary classification for categorical outcomes (e.g., BBB penetration, CYP inhibition). Dataset: cyp3a4_veith. (1) The molecule is COc1ccc(NC(=O)COC(=O)c2c(-c3ccccc3)noc2C)cc1. The result is 1 (inhibitor). (2) The molecule is CCNC(=S)NC1CC2CCCC(C1)N2Cc1ccco1. The result is 0 (non-inhibitor).